The task is: Predict the reactants needed to synthesize the given product.. This data is from Full USPTO retrosynthesis dataset with 1.9M reactions from patents (1976-2016). (1) The reactants are: Br[C:2](Br)=[C:3]([C:12]1[CH:17]=[CH:16][CH:15]=[CH:14][C:13]=1[NH2:18])[C:4]#[C:5][C:6]1[CH:11]=[CH:10][CH:9]=[CH:8][CH:7]=1.[C:20]1(B(O)O)[CH:25]=[CH:24][CH:23]=[CH:22][CH:21]=1.[O-]P([O-])([O-])=O.[K+].[K+].[K+].O. Given the product [C:20]1([C:2]2[NH:18][C:13]3[C:12]([C:3]=2[C:4]#[C:5][C:6]2[CH:11]=[CH:10][CH:9]=[CH:8][CH:7]=2)=[CH:17][CH:16]=[CH:15][CH:14]=3)[CH:25]=[CH:24][CH:23]=[CH:22][CH:21]=1, predict the reactants needed to synthesize it. (2) Given the product [CH2:4]([C:6]1[C:7]([CH2:27][CH:28]=[O:29])=[CH:8][C:9]([O:25][CH3:26])=[C:10]([C:12]2[N:17]=[C:16]([NH:18][C:19](=[O:24])[C:20]([CH3:23])([CH3:21])[CH3:22])[CH:15]=[CH:14][CH:13]=2)[CH:11]=1)[CH3:5], predict the reactants needed to synthesize it. The reactants are: C(Cl)Cl.[CH2:4]([C:6]1[C:7]([CH2:27][CH2:28][OH:29])=[CH:8][C:9]([O:25][CH3:26])=[C:10]([C:12]2[N:17]=[C:16]([NH:18][C:19](=[O:24])[C:20]([CH3:23])([CH3:22])[CH3:21])[CH:15]=[CH:14][CH:13]=2)[CH:11]=1)[CH3:5].CC(OI1(OC(C)=O)(OC(C)=O)OC(=O)C2C=CC=CC1=2)=O. (3) The reactants are: Cl.[Br:2][C:3]1[C:8]([O:9][CH3:10])=[CH:7][C:6]([NH:11]C(=O)C)=[C:5]([CH2:15][C:16]2[CH:21]=[CH:20][C:19]([CH2:22][CH3:23])=[CH:18][CH:17]=2)[CH:4]=1. Given the product [Br:2][C:3]1[C:8]([O:9][CH3:10])=[CH:7][C:6]([NH2:11])=[C:5]([CH2:15][C:16]2[CH:21]=[CH:20][C:19]([CH2:22][CH3:23])=[CH:18][CH:17]=2)[CH:4]=1, predict the reactants needed to synthesize it. (4) Given the product [Cl:1][C:2]1[CH:7]=[CH:6][N:5]=[C:4]([C:8]([N:17]2[C:18]3[C:14](=[CH:13][C:12]([F:11])=[CH:20][CH:19]=3)[C:15]([CH3:22])([CH3:21])[CH2:16]2)=[O:10])[CH:3]=1, predict the reactants needed to synthesize it. The reactants are: [Cl:1][C:2]1[CH:7]=[CH:6][N:5]=[C:4]([C:8]([OH:10])=O)[CH:3]=1.[F:11][C:12]1[CH:13]=[C:14]2[C:18](=[CH:19][CH:20]=1)[NH:17][CH2:16][C:15]2([CH3:22])[CH3:21].CN(C(ON1N=NC2C=CC=CC1=2)=[N+](C)C)C.[B-](F)(F)(F)F. (5) Given the product [CH3:1][C:2]1[C:7]([O:8][C:14]2[C:15]([C:18]#[N:19])=[N:16][CH:17]=[C:12]([S:29][C:24]3[CH:25]=[CH:26][CH:27]=[CH:28][N:23]=3)[CH:13]=2)=[CH:6][CH:5]=[CH:4][N:3]=1, predict the reactants needed to synthesize it. The reactants are: [CH3:1][C:2]1[C:7]([OH:8])=[CH:6][CH:5]=[CH:4][N:3]=1.[H-].[Na+].Br[C:12]1[CH:13]=[C:14]([N+]([O-])=O)[C:15]([C:18]#[N:19])=[N:16][CH:17]=1.[N:23]1[CH:28]=[CH:27][CH:26]=[CH:25][C:24]=1[SH:29]. (6) Given the product [C:9]([C:13]1[CH:22]=[CH:21][C:16]([CH2:17][NH:18][C:19]([NH:8][CH2:7][C:3]2[NH:2][CH:6]=[CH:5][CH:4]=2)=[S:20])=[CH:15][CH:14]=1)([CH3:12])([CH3:10])[CH3:11], predict the reactants needed to synthesize it. The reactants are: Cl.[NH:2]1[CH:6]=[CH:5][CH:4]=[C:3]1[CH2:7][NH2:8].[C:9]([C:13]1[CH:22]=[CH:21][C:16]([CH2:17][N:18]=[C:19]=[S:20])=[CH:15][CH:14]=1)([CH3:12])([CH3:11])[CH3:10]. (7) Given the product [OH:28][C@@H:20]1[CH2:21][CH2:22][C@@:23]2([CH3:24])[C@@H:18]([CH2:17][CH2:16][C@@H:15]3[C@@H:25]2[CH2:26][CH2:27][C@@:10]2([CH3:11])[C@H:12]3[CH2:13][CH2:14][C:9]2=[S:8])[CH2:19]1, predict the reactants needed to synthesize it. The reactants are: C([S:8][C:9]1(SCC2C=CC=CC=2)[CH2:14][CH2:13][C@H:12]2[C@H:15]3[C@H:25]([CH2:26][CH2:27][C@:10]12[CH3:11])[C@:23]1([CH3:24])[C@H:18]([CH2:19][C@H:20]([OH:28])[CH2:21][CH2:22]1)[CH2:17][CH2:16]3)C1C=CC=CC=1.N. (8) Given the product [C:7]1([C:2]([C:1]2[CH:21]=[CH:20][CH:19]=[CH:18][CH:17]=2)([OH:6])[CH3:32])[CH:8]=[CH:9][CH:10]=[CH:11][CH:12]=1, predict the reactants needed to synthesize it. The reactants are: [CH3:1][C:2]1([C:7]2[CH:12]=[CH:11][CH:10]=[CH:9][CH:8]=2)[O:6]CCO1.S([O-])(O[CH2:17][CH2:18][CH2:19][CH2:20][CH2:21][CH2:17][CH2:18][CH2:19][CH2:20][CH2:21]CC)(=O)=O.[Na+].O.[C:32]1(C)C=CC(S(O)(=O)=O)=CC=1.C(OCC)C. (9) Given the product [C:67]([N:55]([C:48]([O:50][C:51]([CH3:54])([CH3:53])[CH3:52])=[O:49])[C:56]1[CH:61]=[CH:60][NH:59][C:58](=[O:66])[N:57]=1)([O:69][C:70]([CH3:73])([CH3:72])[CH3:71])=[O:68].[CH:25]1[CH:26]=[CH:27][C:28]([CH2:31][C@H:32]([NH2:47])[C:33]([NH:35][C@H:36]([C:44]([NH2:46])=[O:45])[CH2:37][C:38]2[CH:43]=[CH:42][CH:41]=[CH:40][CH:39]=2)=[O:34])=[CH:29][CH:30]=1, predict the reactants needed to synthesize it. The reactants are: C(N(C(OC(C)(C)C)=O)C1N=CN=C2C=1NC=N2)(OC(C)(C)C)=O.[CH:25]1[CH:26]=[CH:27][C:28]([CH2:31][C@H:32]([NH2:47])[C:33]([NH:35][C@H:36]([C:44]([NH2:46])=[O:45])[CH2:37][C:38]2[CH:39]=[CH:40][CH:41]=[CH:42][CH:43]=2)=[O:34])=[CH:29][CH:30]=1.[C:48]([N:55]([C:67]([O:69][C:70]([CH3:73])([CH3:72])[CH3:71])=[O:68])[C:56]1[CH:61]=[CH:60][N:59](CC(O)=O)[C:58](=[O:66])[N:57]=1)([O:50][C:51]([CH3:54])([CH3:53])[CH3:52])=[O:49]. (10) Given the product [Br:1][C:2]1[CH:8]=[C:7]([CH3:9])[C:5]([N:6]([Si:17]([CH3:19])([CH3:18])[CH3:16])[Si:17]([CH3:19])([CH3:18])[CH3:16])=[C:4]([CH3:10])[CH:3]=1, predict the reactants needed to synthesize it. The reactants are: [Br:1][C:2]1[CH:8]=[C:7]([CH3:9])[C:5]([NH2:6])=[C:4]([CH3:10])[CH:3]=1.C([Li])CCC.[CH3:16][Si:17](Cl)([CH3:19])[CH3:18].O.